Task: Predict the reaction yield, written as a fraction of the theoretical maximum amount of product (1.0 means a 100% yield; for example, 0.34 means a 34% yield).. Dataset: Reaction yield outcomes from USPTO patents with 853,638 reactions (1) The yield is 0.720. The reactants are [Br:1][C:2]1[N:3]=[C:4]([OH:13])[C:5]([NH:8][CH:9]2[CH2:12][CH2:11][CH2:10]2)=[N:6][CH:7]=1.Br[CH2:15][C:16]([O:18][C:19]([CH3:22])([CH3:21])[CH3:20])=[O:17]. The product is [Br:1][C:2]1[N:3]([CH2:15][C:16]([O:18][C:19]([CH3:22])([CH3:21])[CH3:20])=[O:17])[C:4](=[O:13])[C:5]([NH:8][CH:9]2[CH2:12][CH2:11][CH2:10]2)=[N:6][CH:7]=1. The catalyst is O1CCCC1. (2) The reactants are [C:1]1([C:7]#[C:8][C:9]2[CH:14]=[CH:13][CH:12]=[CH:11][CH:10]=2)[CH:6]=[CH:5][CH:4]=[CH:3][CH:2]=1.O.C1(/C=C\C2C=CC=CC=2)C=CC=CC=1.C1(/C=C/C2C=CC=CC=2)C=CC=CC=1. The catalyst is C(OCC)(=O)C. The product is [C:1]1([CH2:7][CH2:8][C:9]2[CH:10]=[CH:11][CH:12]=[CH:13][CH:14]=2)[CH:6]=[CH:5][CH:4]=[CH:3][CH:2]=1. The yield is 0.920. (3) The reactants are [NH:1]1[CH:5]=[CH:4][CH:3]=[C:2]1[C:6]([OH:8])=O.C(Cl)(=O)C(Cl)=O.[NH2:15][C:16]1[CH:17]=[CH:18][C:19]([O:30][C:31]2[CH:36]=[CH:35][CH:34]=[CH:33][CH:32]=2)=[C:20]([C:22]2[CH:23]=[CH:24][C:25](=[O:29])[N:26]([CH3:28])[CH:27]=2)[CH:21]=1.C(N(CC)CC)C. The catalyst is CN(C)C=O.ClCCl. The product is [CH3:28][N:26]1[C:25](=[O:29])[CH:24]=[CH:23][C:22]([C:20]2[CH:21]=[C:16]([NH:15][C:6]([C:2]3[NH:1][CH:5]=[CH:4][CH:3]=3)=[O:8])[CH:17]=[CH:18][C:19]=2[O:30][C:31]2[CH:36]=[CH:35][CH:34]=[CH:33][CH:32]=2)=[CH:27]1. The yield is 0.660. (4) The reactants are [CH2:1]([CH:3]1[CH2:7][CH:6]([CH2:8][OH:9])[CH2:5][CH:4]1[C:10]([O:12][CH2:13][CH3:14])=[O:11])[CH3:2].[Cr](Cl)([O-])(=O)=O.[NH+]1C=CC=CC=1. The catalyst is C(Cl)Cl. The product is [CH2:1]([CH:3]1[CH2:7][CH:6]([CH:8]=[O:9])[CH2:5][CH:4]1[C:10]([O:12][CH2:13][CH3:14])=[O:11])[CH3:2]. The yield is 0.630. (5) The reactants are Cl[S:2]([C:5]1[S:6][C:7]([C:10]2[CH:15]=[CH:14][C:13]([CH3:16])=[CH:12][CH:11]=2)=[CH:8][CH:9]=1)(=[O:4])=[O:3].[NH2:17][C:18]1[O:22][N:21]=[C:20]([CH3:23])[C:19]=1[Br:24]. The catalyst is CO.C(Cl)(Cl)Cl. The product is [Br:24][C:19]1[C:20]([CH3:23])=[N:21][O:22][C:18]=1[NH:17][S:2]([C:5]1[S:6][C:7]([C:10]2[CH:15]=[CH:14][C:13]([CH3:16])=[CH:12][CH:11]=2)=[CH:8][CH:9]=1)(=[O:4])=[O:3]. The yield is 0.630. (6) The reactants are [C:1]1([CH3:24])[CH:6]=[C:5]([CH3:7])[CH:4]=[C:3]([CH3:8])[C:2]=1[S:9]([N:12]1[CH2:17][CH2:16][CH:15]([NH:18][CH2:19][CH2:20][CH:21]([OH:23])[CH3:22])[CH2:14][CH2:13]1)(=[O:11])=[O:10].C=O.[NH+]1C=CC=C[CH:28]=1.CC1C=CC(S([O-])(=O)=O)=CC=1.C1C=C[NH+]=CC=1.C([O-])(O)=O.[Na+]. The catalyst is C1(C)C=CC=CC=1. The product is [C:1]1([CH3:24])[CH:6]=[C:5]([CH3:7])[CH:4]=[C:3]([CH3:8])[C:2]=1[S:9]([N:12]1[CH2:13][CH2:14][CH:15]([N:18]2[CH2:19][CH2:20][CH:21]([CH3:22])[O:23][CH2:28]2)[CH2:16][CH2:17]1)(=[O:11])=[O:10]. The yield is 0.450.